From a dataset of Full USPTO retrosynthesis dataset with 1.9M reactions from patents (1976-2016). Predict the reactants needed to synthesize the given product. (1) Given the product [CH2:35]([NH:37][C:31](=[O:33])[CH2:30][O:29][C:26]1[CH:25]=[C:24]([C:9]2[CH:10]=[C:11]([O:13][C:14]3[CH:15]=[CH:16][C:17]([S:20]([CH3:23])(=[O:21])=[O:22])=[CH:18][CH:19]=3)[CH:12]=[C:7]([O:6][C@@H:4]([CH3:5])[CH2:3][O:2][CH3:1])[CH:8]=2)[NH:28][N:27]=1)[CH3:36], predict the reactants needed to synthesize it. The reactants are: [CH3:1][O:2][CH2:3][C@@H:4]([O:6][C:7]1[CH:8]=[C:9]([C:24]2[NH:28][N:27]=[C:26]([O:29][CH2:30][C:31]([OH:33])=O)[CH:25]=2)[CH:10]=[C:11]([O:13][C:14]2[CH:19]=[CH:18][C:17]([S:20]([CH3:23])(=[O:22])=[O:21])=[CH:16][CH:15]=2)[CH:12]=1)[CH3:5].Cl.[CH2:35]([NH2:37])[CH3:36].Cl.CN(C)CCCN=C=NCC.ON1C2C=CC=CC=2N=N1. (2) Given the product [CH3:23][S:24]([O:1][CH2:2][CH2:3][CH2:4][C:5]12[CH2:10][CH2:9][C:8]([C:13]([O:15][CH3:16])=[O:14])([CH2:11][CH2:12]1)[CH2:7][CH2:6]2)(=[O:26])=[O:25], predict the reactants needed to synthesize it. The reactants are: [OH:1][CH2:2][CH2:3][CH2:4][C:5]12[CH2:12][CH2:11][C:8]([C:13]([O:15][CH3:16])=[O:14])([CH2:9][CH2:10]1)[CH2:7][CH2:6]2.N1C=CC=CC=1.[CH3:23][S:24](Cl)(=[O:26])=[O:25]. (3) Given the product [CH3:17][O:16][C:13]1[CH:14]=[CH:15][C:10]([N:9]2[C:6]3[C:5](=[CH:4][C:3]([O:2][CH3:1])=[CH:8][CH:7]=3)[C:18](=[O:22])[C:19]2=[O:20])=[CH:11][CH:12]=1, predict the reactants needed to synthesize it. The reactants are: [CH3:1][O:2][C:3]1[CH:8]=[CH:7][C:6]([NH:9][C:10]2[CH:15]=[CH:14][C:13]([O:16][CH3:17])=[CH:12][CH:11]=2)=[CH:5][CH:4]=1.[C:18](Cl)(=[O:22])[C:19](Cl)=[O:20].[Al+3].[Cl-].[Cl-].[Cl-]. (4) Given the product [Cl:9][C:10]1[S:14][C:13]([C:15](=[O:16])[CH2:8][C:6]2[CH:5]=[CH:4][N:3]=[C:2]([Cl:1])[CH:7]=2)=[CH:12][CH:11]=1, predict the reactants needed to synthesize it. The reactants are: [Cl:1][C:2]1[CH:7]=[C:6]([CH3:8])[CH:5]=[CH:4][N:3]=1.[Cl:9][C:10]1[S:14][C:13]([C:15](OCC)=[O:16])=[CH:12][CH:11]=1.C[Si]([N-][Si](C)(C)C)(C)C.[Li+]. (5) Given the product [ClH:24].[CH:16]1([NH:21][C:22](=[O:23])[O:1][CH2:2][CH:3]2[CH2:4][CH2:5][NH:6][CH2:7][CH2:8]2)[CH2:20][CH2:19][CH2:18][CH2:17]1, predict the reactants needed to synthesize it. The reactants are: [OH:1][CH2:2][CH:3]1[CH2:8][CH2:7][N:6](C(OC(C)(C)C)=O)[CH2:5][CH2:4]1.[CH:16]1([N:21]=[C:22]=[O:23])[CH2:20][CH2:19][CH2:18][CH2:17]1.[ClH:24].CCOCC. (6) Given the product [Cl:24][C:14]1[C:15]([F:23])=[CH:16][CH:17]=[C:18]([O:19][CH:20]([F:22])[F:21])[C:13]=1[C@H:11]([C:10]1[C:4]2[C:5](=[N:6][CH:7]=[C:2]([C:42]3[C:41]([CH3:54])=[N:40][N:39]([CH2:38][C@@H:36]([OH:37])[CH2:35][OH:34])[C:43]=3[CH3:44])[CH:3]=2)[NH:8][CH:9]=1)[CH3:12], predict the reactants needed to synthesize it. The reactants are: Br[C:2]1[CH:3]=[C:4]2[C:10]([C@@H:11]([C:13]3[C:18]([O:19][CH:20]([F:22])[F:21])=[CH:17][CH:16]=[C:15]([F:23])[C:14]=3[Cl:24])[CH3:12])=[CH:9][N:8](C(OC(C)(C)C)=O)[C:5]2=[N:6][CH:7]=1.CC1(C)[O:37][C@H:36]([CH2:38][N:39]2[C:43]([CH3:44])=[C:42](B3OC(C)(C)C(C)(C)O3)[C:41]([CH3:54])=[N:40]2)[CH2:35][O:34]1.C([O-])([O-])=O.[K+].[K+].O.Cl. (7) Given the product [C:1]([O-:5])(=[O:4])[CH2:2][CH3:3].[C:6]([O-:10])(=[O:9])[CH2:7][CH3:8].[C:1]([O-:5])(=[O:4])[CH2:2][CH3:3].[Na+:11].[Na+:11].[Na+:11], predict the reactants needed to synthesize it. The reactants are: [C:1]([OH:5])(=[O:4])[CH2:2][CH3:3].[C:6]([O-:10])(=[O:9])[CH2:7][CH3:8].[Na+:11]. (8) Given the product [F:1][C:2]1[C:7](=[O:8])[NH:6][C:5]([C:10]2[CH:15]=[CH:14][C:13]([O:16][CH3:17])=[CH:12][N:11]=2)=[N:4][C:3]=1[C:18]([OH:20])=[O:19], predict the reactants needed to synthesize it. The reactants are: [F:1][C:2]1[C:3]([C:18]([O:20]C)=[O:19])=[N:4][C:5]([C:10]2[CH:15]=[CH:14][C:13]([O:16][CH3:17])=[CH:12][N:11]=2)=[N:6][C:7]=1[O:8]C.Cl.